Dataset: Full USPTO retrosynthesis dataset with 1.9M reactions from patents (1976-2016). Task: Predict the reactants needed to synthesize the given product. (1) Given the product [Zn:24].[OH:12][C:6]1[CH:7]=[C:8]([OH:11])[CH:9]=[CH:10][C:5]=1[CH2:3][CH2:2][NH:14][CH2:15][C:16]([OH:18])=[O:17], predict the reactants needed to synthesize it. The reactants are: O.[CH3:2][C:3]([C:5]1[CH:10]=[CH:9][C:8]([OH:11])=[CH:7][C:6]=1[OH:12])=O.O.[NH2:14][CH2:15][C:16]([O-:18])=[O:17].NCC([O-])=O.[Zn+2:24]. (2) Given the product [CH2:1]([O:3][C:4]1[CH:5]=[C:6]([C:13](=[O:19])[CH2:14][CH2:15][C:16]([NH:38][C:30]2[CH:29]=[C:28]([C:24]3[CH:25]=[CH:26][CH:27]=[C:22]([O:21][CH3:20])[CH:23]=3)[C:37]3[C:32](=[CH:33][CH:34]=[CH:35][CH:36]=3)[N:31]=2)=[O:18])[CH:7]=[CH:8][C:9]=1[O:10][CH2:11][CH3:12])[CH3:2], predict the reactants needed to synthesize it. The reactants are: [CH2:1]([O:3][C:4]1[CH:5]=[C:6]([C:13](=[O:19])[CH2:14][CH2:15][C:16]([OH:18])=O)[CH:7]=[CH:8][C:9]=1[O:10][CH2:11][CH3:12])[CH3:2].[CH3:20][O:21][C:22]1[CH:23]=[C:24]([C:28]2[C:37]3[C:32](=[CH:33][CH:34]=[CH:35][CH:36]=3)[N:31]=[C:30]([NH2:38])[CH:29]=2)[CH:25]=[CH:26][CH:27]=1.CCN=C=NCCCN(C)C.C1C=CC2N(O)N=NC=2C=1. (3) Given the product [CH2:19]([O:18][C:15]1[CH:16]=[CH:17][C:12]([C:11]([NH:10][C:5]2[CH:6]=[CH:7][CH:8]=[CH:9][C:4]=2[C:3]([OH:27])=[O:2])=[O:26])=[CH:13][CH:14]=1)[C:20]1[CH:21]=[CH:22][CH:23]=[CH:24][CH:25]=1, predict the reactants needed to synthesize it. The reactants are: C[O:2][C:3](=[O:27])[C:4]1[CH:9]=[CH:8][CH:7]=[CH:6][C:5]=1[NH:10][C:11](=[O:26])[C:12]1[CH:17]=[CH:16][C:15]([O:18][CH2:19][C:20]2[CH:25]=[CH:24][CH:23]=[CH:22][CH:21]=2)=[CH:14][CH:13]=1.O.[OH-].[Li+].Cl. (4) Given the product [CH3:19][O:18][C@@H:5]([CH2:6][C:7]1[CH:8]=[CH:9][C:10]([O:13][CH2:14][CH2:15][CH2:16][O:36][C:33]2[CH:34]=[CH:35][C:30]([C:26]3[CH:27]=[CH:28][CH:29]=[C:24]([O:23][C:22]([F:21])([F:37])[F:38])[CH:25]=3)=[CH:31][CH:32]=2)=[CH:11][CH:12]=1)[C:4]([OH:3])=[O:20], predict the reactants needed to synthesize it. The reactants are: C([O:3][C:4](=[O:20])[C@@H:5]([O:18][CH3:19])[CH2:6][C:7]1[CH:12]=[CH:11][C:10]([O:13][CH2:14][CH2:15][CH2:16]Br)=[CH:9][CH:8]=1)C.[F:21][C:22]([F:38])([F:37])[O:23][C:24]1[CH:25]=[C:26]([C:30]2[CH:35]=[CH:34][C:33]([OH:36])=[CH:32][CH:31]=2)[CH:27]=[CH:28][CH:29]=1.[OH-].[Na+].